This data is from Full USPTO retrosynthesis dataset with 1.9M reactions from patents (1976-2016). The task is: Predict the reactants needed to synthesize the given product. (1) Given the product [N:1]1[N:2]=[C:3]([C:6]2[CH:7]=[CH:8][C:9]([CH2:10][CH2:11][NH2:12])=[CH:19][CH:20]=2)[NH:4][CH:5]=1, predict the reactants needed to synthesize it. The reactants are: [N:1]1[N:2]=[C:3]([C:6]2[CH:20]=[CH:19][C:9]([CH2:10][CH2:11][NH:12]C(=O)C(F)(F)F)=[CH:8][CH:7]=2)[NH:4][CH:5]=1.[OH-].[Na+]. (2) The reactants are: [CH2:1]([C:3]1[NH:7][N:6]([C:8]2[CH:13]=[CH:12][C:11]([F:14])=[CH:10][CH:9]=2)[C:5](=[O:15])[C:4]=1[C:16]([O:18][CH2:19][CH3:20])=[O:17])[CH3:2].F[C:22](F)(F)S(OC)(=O)=O. Given the product [CH2:1]([C:3]1[N:7]([CH3:22])[N:6]([C:8]2[CH:13]=[CH:12][C:11]([F:14])=[CH:10][CH:9]=2)[C:5](=[O:15])[C:4]=1[C:16]([O:18][CH2:19][CH3:20])=[O:17])[CH3:2], predict the reactants needed to synthesize it. (3) The reactants are: F[C:2]1[C:21](F)=[CH:20][C:19]([I:23])=[CH:18][C:3]=1[C:4]([C:6](=[CH:12][NH:13][N:14]([CH:16]=[O:17])[CH3:15])[C:7]([O:9]CC)=[O:8])=[O:5].[OH-].[K+].C. Given the product [I:23][C:19]1[CH:18]=[C:3]2[C:2]3=[C:21]([O:17][CH2:16][N:14]([CH3:15])[N:13]3[CH:12]=[C:6]([C:7]([OH:9])=[O:8])[C:4]2=[O:5])[CH:20]=1, predict the reactants needed to synthesize it. (4) Given the product [N:1]([CH2:4][C@H:5]([CH3:29])[C@@H:6]([O:7][Si:8]([C:11]([CH3:14])([CH3:13])[CH3:12])([CH3:9])[CH3:10])[C@H:15]([NH:16][C:22](=[O:23])[O:24][C:25]([CH3:28])([CH3:26])[CH3:27])[CH2:19][OH:18])=[N+:2]=[N-:3], predict the reactants needed to synthesize it. The reactants are: [N:1]([CH2:4][C@H:5]([CH3:29])[C@H:6]([C@H:15]1[CH2:19][O:18]C(C)(C)[N:16]1[C:22]([O:24][C:25]([CH3:28])([CH3:27])[CH3:26])=[O:23])[O:7][Si:8]([C:11]([CH3:14])([CH3:13])[CH3:12])([CH3:10])[CH3:9])=[N+:2]=[N-:3].C1(C)C=CC(S([O-])(=O)=O)=CC=1.[NH+]1C=CC=CC=1.CCN(C(C)C)C(C)C.C(OC(OC(C)(C)C)=O)(OC(C)(C)C)=O. (5) Given the product [Cl:57][C:58]1[CH:63]=[CH:62][CH:61]=[CH:60][C:59]=1[NH:64][C:65]([NH:54][C:53]1[CH:52]=[CH:51][C:50]([C:47]2[S:46][C:45]([CH:42]3[CH2:43][CH2:44][CH:39]([CH2:38][C:36]4[O:37][C:33]([CH3:32])=[N:34][N:35]=4)[CH2:40][CH2:41]3)=[N:49][CH:48]=2)=[CH:56][CH:55]=1)=[O:66], predict the reactants needed to synthesize it. The reactants are: FC(F)(F)C1C=C(NC(=O)NC2C=CC(C3SC(CCC(OC)=O)=NC=3)=CC=2)C=CC=1.[CH3:32][C:33]1[O:37][C:36]([CH2:38][CH:39]2[CH2:44][CH2:43][CH:42]([C:45]3[S:46][C:47]([C:50]4[CH:56]=[CH:55][C:53]([NH2:54])=[CH:52][CH:51]=4)=[CH:48][N:49]=3)[CH2:41][CH2:40]2)=[N:35][N:34]=1.[Cl:57][C:58]1[CH:63]=[CH:62][CH:61]=[CH:60][C:59]=1[N:64]=[C:65]=[O:66].